From a dataset of Plasma protein binding rate (PPBR) regression data from AstraZeneca. Regression/Classification. Given a drug SMILES string, predict its absorption, distribution, metabolism, or excretion properties. Task type varies by dataset: regression for continuous measurements (e.g., permeability, clearance, half-life) or binary classification for categorical outcomes (e.g., BBB penetration, CYP inhibition). For this dataset (ppbr_az), we predict Y. The molecule is COc1cnc(-c2ccccn2)nc1N1CCOCC1. The Y is 66.1 %.